The task is: Predict the product of the given reaction.. This data is from Forward reaction prediction with 1.9M reactions from USPTO patents (1976-2016). (1) Given the reactants [CH3:1][O:2][C:3]1[CH:4]=[C:5]([CH2:11][CH:12]([NH2:20])[CH2:13][C:14]2[CH:19]=[CH:18][CH:17]=[CH:16][CH:15]=2)[CH:6]=[CH:7][C:8]=1[O:9][CH3:10].[CH:21](O)=[O:22], predict the reaction product. The product is: [CH2:13]([CH:12]([NH:20][CH:21]=[O:22])[CH2:11][C:5]1[CH:6]=[CH:7][C:8]([O:9][CH3:10])=[C:3]([O:2][CH3:1])[CH:4]=1)[C:14]1[CH:15]=[CH:16][CH:17]=[CH:18][CH:19]=1. (2) The product is: [O:1]1[CH2:2][CH:3]=[C:4]([C:7]2[CH:8]=[C:9]3[C:14](=[C:15]([OH:17])[CH:16]=2)[N:13]=[CH:12][NH:11][C:10]3=[O:34])[CH2:5][CH2:6]1. Given the reactants [O:1]1[CH2:6][CH:5]=[C:4]([C:7]2[CH:8]=[C:9]3[C:14](=[C:15]([O:17]COCC[Si](C)(C)C)[CH:16]=2)[N:13]=[CH:12][N:11](COCC[Si](C)(C)C)[C:10]3=[O:34])[CH2:3][CH2:2]1.C(O)=O.O, predict the reaction product. (3) Given the reactants [CH:1]1[C:10]2[C:5](=[CH:6][CH:7]=[CH:8][CH:9]=2)[CH:4]=[CH:3][C:2]=1[S:11]([CH:14]1[CH2:19][CH2:18][NH:17][CH2:16][CH2:15]1)(=[O:13])=[O:12].Cl[C:21]1[C:26]([N+:27]([O-:29])=[O:28])=[CH:25][CH:24]=[CH:23][N:22]=1, predict the reaction product. The product is: [CH:1]1[C:10]2[C:5](=[CH:6][CH:7]=[CH:8][CH:9]=2)[CH:4]=[CH:3][C:2]=1[S:11]([CH:14]1[CH2:19][CH2:18][N:17]([C:21]2[C:26]([N+:27]([O-:29])=[O:28])=[CH:25][CH:24]=[CH:23][N:22]=2)[CH2:16][CH2:15]1)(=[O:12])=[O:13]. (4) Given the reactants CI.[C:3](=[O:6])([O-])[O-].[Cs+].[Cs+].CN(C=O)C.[Br:14][C:15]1[CH:16]=[C:17]([C:22]([F:25])([F:24])[F:23])[C:18](=O)[NH:19][CH:20]=1, predict the reaction product. The product is: [Br:14][C:15]1[CH:16]=[C:17]([C:22]([F:23])([F:24])[F:25])[C:3](=[O:6])[N:19]([CH3:18])[CH:20]=1. (5) Given the reactants [CH2:1]([C:3]1[CH:8]=[CH:7][C:6]([CH:9]2[CH2:14][N:13]([C:15]([N:17]3[CH2:22][CH2:21][O:20][CH2:19][CH2:18]3)=[O:16])[CH2:12][CH:11]([C:23]([OH:25])=O)[CH2:10]2)=[CH:5][CH:4]=1)[CH3:2].O[NH:27][C:28]([C:30]1[CH:35]=[CH:34][CH:33]=[C:32]([C:36]([F:39])([F:38])[F:37])[CH:31]=1)=[NH:29], predict the reaction product. The product is: [CH2:1]([C:3]1[CH:4]=[CH:5][C:6]([CH:9]2[CH2:10][CH:11]([C:23]3[O:25][N:29]=[C:28]([C:30]4[CH:35]=[CH:34][CH:33]=[C:32]([C:36]([F:37])([F:38])[F:39])[CH:31]=4)[N:27]=3)[CH2:12][N:13]([C:15]([N:17]3[CH2:18][CH2:19][O:20][CH2:21][CH2:22]3)=[O:16])[CH2:14]2)=[CH:7][CH:8]=1)[CH3:2]. (6) Given the reactants [NH:1]1[CH2:6][CH2:5][CH2:4][N:3]=[C:2]1[NH2:7].[Br:8][C:9]1[CH:10]=[CH:11][C:12]2[O:16][C:15]([NH:17][C@H:18]([C:35]([O:37][C:38]([CH3:41])([CH3:40])[CH3:39])=[O:36])[CH2:19][NH:20][C:21](=[O:34])[C:22]3[CH:27]=[CH:26][C:25]([CH2:28][CH2:29][C:30](OC)=[O:31])=[CH:24][CH:23]=3)=[N:14][C:13]=2[CH:42]=1, predict the reaction product. The product is: [Br:8][C:9]1[CH:10]=[CH:11][C:12]2[O:16][C:15]([NH:17][C@H:18]([C:35]([O:37][C:38]([CH3:40])([CH3:39])[CH3:41])=[O:36])[CH2:19][NH:20][C:21](=[O:34])[C:22]3[CH:23]=[CH:24][C:25]([CH2:28][CH2:29][C:30](=[O:31])[NH:7][C:2]4[NH:3][CH2:4][CH2:5][CH2:6][N:1]=4)=[CH:26][CH:27]=3)=[N:14][C:13]=2[CH:42]=1. (7) Given the reactants Br[C:2]1[CH:7]=[CH:6][CH:5]=[C:4]([O:8][CH3:9])[CH:3]=1.C([Li])CCC.[CH3:15][O:16][C:17]1[CH:18]=[C:19]([CH:22]=[C:23]([O:25][CH3:26])[CH:24]=1)[CH:20]=[O:21].CC(O)C, predict the reaction product. The product is: [CH3:26][O:25][C:23]1[CH:22]=[C:19]([CH:20]([C:2]2[CH:7]=[CH:6][CH:5]=[C:4]([O:8][CH3:9])[CH:3]=2)[OH:21])[CH:18]=[C:17]([O:16][CH3:15])[CH:24]=1. (8) Given the reactants [NH2:1][C:2]1[CH:7]=[C:6]([C:8]2[CH:13]=[C:12]([C:14]([F:17])([F:16])[F:15])[CH:11]=[CH:10][C:9]=2[S:18][C:19]2[C:24]([Cl:25])=[CH:23][C:22]([S:26]([N:29](CC3C=CC(OC)=CC=3OC)[C:30]3[S:31][CH:32]=[N:33][N:34]=3)(=[O:28])=[O:27])=[C:21]([F:46])[CH:20]=2)[CH:5]=[CH:4][N:3]=1.FC(F)(F)C(O)=O, predict the reaction product. The product is: [ClH:25].[NH2:1][C:2]1[CH:7]=[C:6]([C:8]2[CH:13]=[C:12]([C:14]([F:15])([F:16])[F:17])[CH:11]=[CH:10][C:9]=2[S:18][C:19]2[C:24]([Cl:25])=[CH:23][C:22]([S:26]([NH:29][C:30]3[S:31][CH:32]=[N:33][N:34]=3)(=[O:28])=[O:27])=[C:21]([F:46])[CH:20]=2)[CH:5]=[CH:4][N:3]=1.